This data is from Full USPTO retrosynthesis dataset with 1.9M reactions from patents (1976-2016). The task is: Predict the reactants needed to synthesize the given product. (1) Given the product [F:25][C:2]([F:1])([F:24])[O:3][C:4]1[CH:5]=[CH:6][C:7]([S:10]([CH2:13][C:14]2[CH:19]=[CH:18][C:17]([CH2:20][CH2:21][NH2:23])=[CH:16][CH:15]=2)(=[O:12])=[O:11])=[CH:8][CH:9]=1.[ClH:26], predict the reactants needed to synthesize it. The reactants are: [F:1][C:2]([F:25])([F:24])[O:3][C:4]1[CH:9]=[CH:8][C:7]([S:10]([CH2:13][C:14]2[CH:19]=[CH:18][C:17]([CH2:20][C:21]([NH2:23])=O)=[CH:16][CH:15]=2)(=[O:12])=[O:11])=[CH:6][CH:5]=1.[ClH:26]. (2) The reactants are: [F:1][C:2]1[CH:7]=[C:6]([C@H:8]([CH3:12])[C:9]([OH:11])=O)[CH:5]=[CH:4][C:3]=1[C:13]1[CH:18]=[CH:17][CH:16]=[CH:15][CH:14]=1.[Cl-].[CH3:20][O:21][C:22]1[CH:23]=[CH:24][C:25]([C@H:28]([NH3+:30])[CH3:29])=[N:26][CH:27]=1.C1C=NC2N(O)N=NC=2C=1.C(Cl)CCl.CCN(C(C)C)C(C)C. Given the product [F:1][C:2]1[CH:7]=[C:6]([C@H:8]([CH3:12])[C:9]([NH:30][C@@H:28]([C:25]2[CH:24]=[CH:23][C:22]([O:21][CH3:20])=[CH:27][N:26]=2)[CH3:29])=[O:11])[CH:5]=[CH:4][C:3]=1[C:13]1[CH:18]=[CH:17][CH:16]=[CH:15][CH:14]=1, predict the reactants needed to synthesize it. (3) Given the product [Cl:1][C:2]1[CH:9]=[CH:8][C:5]([C:6](=[O:7])[CH2:18][CH2:17][C:19](=[O:20])[CH3:21])=[CH:4][CH:3]=1, predict the reactants needed to synthesize it. The reactants are: [Cl:1][C:2]1[CH:9]=[CH:8][C:5]([CH:6]=[O:7])=[CH:4][CH:3]=1.C(N(CC)CC)C.[CH:17]([C:19]([CH3:21])=[O:20])=[CH2:18].[Br-].C([N+]1C=CSC=1CCO)C.[NH4+].[Cl-]. (4) Given the product [CH3:1][S:2]([C:5]1[CH:10]=[CH:9][C:8]([C:11]2[O:13][N:25]=[C:24]([C:27]([OH:29])=[O:28])[CH:12]=2)=[CH:7][CH:6]=1)(=[O:3])=[O:4], predict the reactants needed to synthesize it. The reactants are: [CH3:1][S:2]([C:5]1[CH:10]=[CH:9][C:8]([C:11](=[O:13])[CH3:12])=[CH:7][CH:6]=1)(=[O:4])=[O:3].ClC1C=C(C2O[N:25]=[C:24]([C:27]([OH:29])=[O:28])C=2)C=CC=1F. (5) Given the product [C:25]([N:8]1[CH2:7][C:6]2[CH:9]=[CH:10][C:11]([C:13]([O:15][CH3:16])=[O:14])=[CH:12][C:5]=2[O:4][CH2:3][C:2]1([CH3:17])[CH3:1])(=[O:27])[CH3:26], predict the reactants needed to synthesize it. The reactants are: [CH3:1][C:2]1([CH3:17])[NH:8][CH2:7][C:6]2[CH:9]=[CH:10][C:11]([C:13]([O:15][CH3:16])=[O:14])=[CH:12][C:5]=2[O:4][CH2:3]1.CCN(CC)CC.[C:25](Cl)(=[O:27])[CH3:26].